Dataset: Full USPTO retrosynthesis dataset with 1.9M reactions from patents (1976-2016). Task: Predict the reactants needed to synthesize the given product. Given the product [O:29]=[C:27]([NH:5][CH2:4][CH2:32][CH2:33][C:34]1[CH:35]=[CH:36][CH:37]=[CH:38][CH:39]=1)[CH2:26][C:23]1[CH:24]=[CH:25][C:20]([NH:19][C:17]([N:8]2[CH2:9][CH2:10][C:11]3[C:16](=[CH:15][CH:14]=[CH:13][CH:12]=3)[CH2:7]2)=[O:18])=[CH:21][CH:22]=1, predict the reactants needed to synthesize it. The reactants are: CC(C)C[CH2:4][NH2:5].[CH2:7]1[C:16]2[C:11](=[CH:12][CH:13]=[CH:14][CH:15]=2)[CH2:10][CH2:9][N:8]1[C:17]([NH:19][C:20]1[CH:25]=[CH:24][C:23]([CH2:26][C:27]([OH:29])=O)=[CH:22][CH:21]=1)=[O:18].C1[C:39]2[C:34](=[CH:35][CH:36]=[CH:37][CH:38]=2)[CH2:33][CH2:32]N1C(NC1C=CC(C(O)=O)=CC=1)=O.